From a dataset of Retrosynthesis with 50K atom-mapped reactions and 10 reaction types from USPTO. Predict the reactants needed to synthesize the given product. (1) Given the product O=C(O)C1(c2cccc(OCCCN(Cc3cccc(C(F)(F)F)c3Cl)CC(c3ccccc3)c3ccccc3)c2)CCC1, predict the reactants needed to synthesize it. The reactants are: COC(=O)C1(c2cccc(OCCCN(Cc3cccc(C(F)(F)F)c3Cl)CC(c3ccccc3)c3ccccc3)c2)CCC1. (2) Given the product COc1ncc(-c2ccc3nnc(C#CC(C)O)n3c2)cc1NS(=O)(=O)c1ccc(F)cc1F, predict the reactants needed to synthesize it. The reactants are: C#CC(C)O.COc1ncc(-c2ccc3nnc(Br)n3c2)cc1NS(=O)(=O)c1ccc(F)cc1F. (3) Given the product CC(=O)NCC(C(=O)Nc1ccccc1)c1ccc(C(=O)OC(C)(C)C)cc1, predict the reactants needed to synthesize it. The reactants are: CC(=O)NCC(C(=O)O)c1ccc(C(=O)OC(C)(C)C)cc1.Nc1ccccc1. (4) Given the product O=[N+]([O-])c1ccc(Sc2ccc3ccccc3c2)cc1, predict the reactants needed to synthesize it. The reactants are: Brc1ccc2ccccc2c1.O=[N+]([O-])c1ccc(S)cc1.